This data is from Full USPTO retrosynthesis dataset with 1.9M reactions from patents (1976-2016). The task is: Predict the reactants needed to synthesize the given product. (1) Given the product [CH3:22][C@H:9]1[N:8]([C:5]2[N:6]=[N:7][C:2]([C:32]3[CH:33]=[CH:34][C:29]([C:28]([F:39])([F:38])[F:27])=[CH:30][CH:31]=3)=[C:3]3[CH:26]=[CH:25][CH:24]=[N:23][C:4]=23)[CH2:13][CH2:12][N:11]([C:14]([C:16]2[CH:21]=[CH:20][CH:19]=[CH:18][CH:17]=2)=[O:15])[CH2:10]1, predict the reactants needed to synthesize it. The reactants are: Cl[C:2]1[N:7]=[N:6][C:5]([N:8]2[CH2:13][CH2:12][N:11]([C:14]([C:16]3[CH:21]=[CH:20][CH:19]=[CH:18][CH:17]=3)=[O:15])[CH2:10][C@H:9]2[CH3:22])=[C:4]2[N:23]=[CH:24][CH:25]=[CH:26][C:3]=12.[F:27][C:28]([F:39])([F:38])[C:29]1[CH:34]=[CH:33][C:32](B(O)O)=[CH:31][CH:30]=1.C(=O)([O-])[O-].[Na+].[Na+]. (2) The reactants are: Cl[C:2]1[CH:10]=[C:9]2[C:5]([CH:6]=[N:7][N:8]2[S:11]([C:14]2[CH:19]=[CH:18][CH:17]=[CH:16][CH:15]=2)(=[O:13])=[O:12])=[C:4]([C:20]2[O:21][C:22]([CH2:25][N:26]3[CH2:31][C@H:30]([CH3:32])[O:29][C@H:28]([CH3:33])[CH2:27]3)=[CH:23][N:24]=2)[CH:3]=1.[CH3:34][O:35][C:36]1[C:41]([NH:42][S:43]([CH3:46])(=[O:45])=[O:44])=[CH:40][C:39](B2OC(C)(C)C(C)(C)O2)=[CH:38][N:37]=1.P([O-])([O-])([O-])=O.[K+].[K+].[K+].F.[F-].[K+].C1(P(C2CCCCC2)C2CCCCC2)CCCCC1. Given the product [CH3:32][C@H:30]1[CH2:31][N:26]([CH2:25][C:22]2[O:21][C:20]([C:4]3[CH:3]=[C:2]([C:39]4[CH:40]=[C:41]([NH:42][S:43]([CH3:46])(=[O:44])=[O:45])[C:36]([O:35][CH3:34])=[N:37][CH:38]=4)[CH:10]=[C:9]4[C:5]=3[CH:6]=[N:7][N:8]4[S:11]([C:14]3[CH:19]=[CH:18][CH:17]=[CH:16][CH:15]=3)(=[O:13])=[O:12])=[N:24][CH:23]=2)[CH2:27][C@@H:28]([CH3:33])[O:29]1, predict the reactants needed to synthesize it. (3) Given the product [NH2:7][CH2:8][C:9]([NH:10][C:11]1[CH:16]=[CH:15][C:14]([C:17]2[N:22]3[N:23]=[C:24]([NH:26][C:27]([CH:29]4[CH2:30][CH2:31]4)=[O:28])[N:25]=[C:21]3[CH:20]=[CH:19][CH:18]=2)=[CH:13][CH:12]=1)=[O:32], predict the reactants needed to synthesize it. The reactants are: C(OC(=O)[NH:7][CH2:8][C:9](=[O:32])[NH:10][C:11]1[CH:16]=[CH:15][C:14]([C:17]2[N:22]3[N:23]=[C:24]([NH:26][C:27]([CH:29]4[CH2:31][CH2:30]4)=[O:28])[N:25]=[C:21]3[CH:20]=[CH:19][CH:18]=2)=[CH:13][CH:12]=1)(C)(C)C.C1(C)C=CC(S(O)(=O)=O)=CC=1. (4) Given the product [NH2:2][CH2:1][CH2:3][CH2:4][N:5]([CH2:10][CH2:11][CH2:12][CH:13]1[O:18][CH2:17][C:16]2([CH2:23][O:22][CH:21]([CH2:24][CH2:25][CH2:26][N:27]([CH2:28][CH2:29][CH2:30][NH2:31])[CH2:32][CH2:33][CH2:34][NH2:35])[O:20][CH2:19]2)[CH2:15][O:14]1)[CH2:6][CH2:7][CH2:8][NH2:9], predict the reactants needed to synthesize it. The reactants are: [C:1]([CH2:3][CH2:4][N:5]([CH2:10][CH2:11][CH2:12][CH:13]1[O:18][CH2:17][C:16]2([CH2:23][O:22][CH:21]([CH2:24][CH2:25][CH2:26][N:27]([CH2:32][CH2:33][C:34]#[N:35])[CH2:28][CH2:29][C:30]#[N:31])[O:20][CH2:19]2)[CH2:15][O:14]1)[CH2:6][CH2:7][C:8]#[N:9])#[N:2].[H][H]. (5) Given the product [Cl:14][C:15]1[CH:16]=[C:17]2[C:25](=[C:26]([NH:28][C:7]([C@@H:2]3[CH2:3][O:4][CH2:5][CH2:6][N:1]3[CH3:29])=[O:9])[CH:27]=1)[NH:24][C:23]1[CH:22]=[N:21][CH:20]=[CH:19][C:18]2=1, predict the reactants needed to synthesize it. The reactants are: [NH:1]1[CH2:6][CH2:5][O:4][CH2:3][C@H:2]1[C:7]([OH:9])=O.C=O.[H][H].[Cl:14][C:15]1[CH:16]=[C:17]2[C:25](=[C:26]([NH2:28])[CH:27]=1)[NH:24][C:23]1[CH:22]=[N:21][CH:20]=[CH:19][C:18]2=1.[CH3:29]CN=C=NCCCN(C)C. (6) Given the product [NH2:1][C:2]1[CH:3]=[CH:4][C:5]([O:20][CH3:21])=[C:6]([NH:8][S:9]([C:12]2[CH:17]=[CH:16][C:15]([C:30]3[O:31][C:32]([CH3:35])=[CH:33][CH:34]=3)=[CH:14][C:13]=2[Cl:19])(=[O:11])=[O:10])[CH:7]=1, predict the reactants needed to synthesize it. The reactants are: [NH2:1][C:2]1[CH:3]=[CH:4][C:5]([O:20][CH3:21])=[C:6]([NH:8][S:9]([C:12]2[CH:17]=[CH:16][C:15](Br)=[CH:14][C:13]=2[Cl:19])(=[O:11])=[O:10])[CH:7]=1.CC1(C)C(C)(C)OB([C:30]2[O:31][C:32]([CH3:35])=[CH:33][CH:34]=2)O1.C(=O)([O-])[O-].[Na+].[Na+]. (7) Given the product [Br:1][C:2]1[C:10]([CH3:11])=[CH:9][C:5]([C:6]([N:8]=[CH:15][N:16]([CH3:18])[CH3:17])=[O:7])=[C:4]([F:12])[CH:3]=1, predict the reactants needed to synthesize it. The reactants are: [Br:1][C:2]1[C:10]([CH3:11])=[CH:9][C:5]([C:6]([NH2:8])=[O:7])=[C:4]([F:12])[CH:3]=1.CO[CH:15](OC)[N:16]([CH3:18])[CH3:17].